Dataset: Experimentally validated miRNA-target interactions with 360,000+ pairs, plus equal number of negative samples. Task: Binary Classification. Given a miRNA mature sequence and a target amino acid sequence, predict their likelihood of interaction. (1) The miRNA is hsa-miR-370-5p with sequence CAGGUCACGUCUCUGCAGUUAC. The protein sequence of the target gene is MASTVVAVGLTIAAAGFAGRYVLQAMKHMEPQVKQVFQSLPKSAFSGGYYRGGFEPKMTKREAALILGVSPTANKGKIRDAHRRIMLLNHPDKGGSPYIAAKINEAKDLLEGQAKK. Result: 1 (interaction). (2) The miRNA is hsa-miR-4753-3p with sequence UUCUCUUUCUUUAGCCUUGUGU. The protein sequence of the target gene is MGSAHPRPWLRLRPQPQPRPALWVLLFFLLLLAAAMPRSAPNDILDLRLPPEPVLNANTVCLTLPGLSRRQMEVCVRHPDVAASAIQGIQIAIHECQHQFRDQRWNCSSLETRNKIPYESPIFSRGFRESAFAYAIAAAGVVHAVSNACALGKLKACGCDASRRGDEEAFRRKLHRLQLDALQRGKGLSHGVPEHPALPTASPGLQDSWEWGGCSPDMGFGERFSKDFLDSREPHRDIHARMRLHNNRVGRQAVMENMRRKCKCHGTSGSCQLKTCWQVTPEFRTVGALLRSRFHRATLI.... Result: 0 (no interaction). (3) The miRNA is mmu-miR-7052-3p with sequence GCUCUGCCCCCUCCUUCCCAG. The protein sequence of the target gene is MYHSSSQKRHWTFASEEQLARLRADANRKFKCKAVANGKVLPNDPVFLEPHEELTLCKYYEKRLLEFCSVFKPAMPRSVVGTACMYFKRFYLNNSVMEYHPRIIMLTCAFLACKVDEFNVSSPQFVGNLRESPLGQERALEQILEYELLLIQQLNFHLIVHNPYRPFEGFLIDIKTRYPMLENPEILRKTADDFLSRIALTDAYLLYTPSQIALTAILSSASRAGITMESYLSESLMLKENRTCLSQLLDIMKSMRNLVKKYEPPRSDEVAVLKQKLERCHSSDLALNAVTKKRKGYEDD.... Result: 0 (no interaction). (4) The miRNA is hsa-miR-1827 with sequence UGAGGCAGUAGAUUGAAU. The protein sequence of the target gene is MSKDLVTFGDVAVNFSQEEWEWLNPAQRNLYRKVMLENYRSLVSLGVSVSKPDVISLLEQGKEPWMVKKEGTRGPCPDWEYVFKNSEFSSKQETYEESSKVVTVGARHLSYSLDYPSLREDCQSEDWYKNQLGSQEVHLSQLIITHKEILPEVQNKEYNKSWQTFHQDTIFDIQQSFPTKEKAHKHEPQKKSYRKKSVEMKHRKVYVEKKLLKCNDCEKVFNQSSSLTLHQRIHTGEKPYACVECGKTFSQSANLAQHKRIHTGEKPYECKECRKAFSQNAHLAQHQRVHTGEKPYQCKE.... Result: 1 (interaction). (5) The protein sequence of the target gene is MEPVPLQDFVRALDPASLPRVLRVCSGVYFEGSIYEISGNECCLSTGDLIKVTQVRLQKVVCENPKTSQTMELAPNFQGYFTPLNTPQSYETLEELVSATTQSSKQLPTCFMSTHRIVTEGRVVTEDQLLMLEAVVMHLGIRSARCVLGMEGQQVILHLPLSQKGPFWTWEPSAPRTLLQVLQDPALKDLVLTCPTLPWHSLILRPQYEIQAIMHMRRTIVKIPSTLEVDVEDVTASSRHVHFIKPLLLSEVLAWEGPFPLSMEILEVPEGRPIFLSPWVGSLQKGQRLCVYGLASPPWR.... Result: 0 (no interaction). The miRNA is hsa-miR-153-3p with sequence UUGCAUAGUCACAAAAGUGAUC. (6) The miRNA is xla-miR-1b with sequence UGGAAUGUUAAGAAGUAUGUA. The protein sequence of the target gene is MSDEKNLGVSQKLVSPSRSTSSCSSKQGSRQDSWEVVEGLRGEMTYTQEPPVQKGFLLKKRKWPLKGWHKRFFCLEKGILKYAKSQADIEREKLHGCIDVGLSVMSVKKSSKCIDLDTEEHIYHLKVKSEELFDEWVSKLRHHRMYRQNEIAMFPRDVNHFFSGSSVTDSAPGVFESVSSRKRSSLSKQNSFPPGSNLSFSCGGDTRVPFWLQSSEDMEKCSKDMAHCHAYLLEMSQLLESMDVLHRTYSAPAINAIQVPKPFSGPVRLHSSNPNLSTLDFGEEKSYSDGSEASSEFSKM.... Result: 0 (no interaction). (7) The miRNA is hsa-miR-4723-3p with sequence CCCUCUCUGGCUCCUCCCCAAA. The protein sequence of the target gene is MSEADSSSGFAGSVENGTFLELFPTSLSTSVDSSSGHLSNVYIYVSIFLSLLAFLLLLLIIALQRLKNIISSSSSYPEYPSDAGSSFTNLEVCSISSQRSTFSNLSS. Result: 0 (no interaction). (8) Result: 1 (interaction). The miRNA is hsa-miR-4446-5p with sequence AUUUCCCUGCCAUUCCCUUGGC. The protein sequence of the target gene is MAKLRVAYEYTEAEDKSIRLGLFLIISGVVSLFIFGFCWLSPALQDLQATEANCTVLSVQQIGEVFECTFTCGADCRGTSQYPCVQVYVNNSESNSRALLHSDEHQLLTNPKCSYIPPCKRENQKNLESVMNWQQYWKDEIGSQPFTCYFNQHQRPDDVLLHRTHDEIVLLHCFLWPLVTFVVGVLIVVLTICAKSLAVKAEAMKKRKFS. (9) The protein sequence of the target gene is MGQSPSPRSPHGSPPTLSTLTLLLLLCGQAHSQCKILRCNAEYVSSTLSLRGGGSPDTPRGGGRGGLASGGLCRALRSYALCTRRTARTCRGDLAFHSAVHGIEDLMIQHNCSRQGPTAPPPARGPALPGAGPAPLTPDPCDYEARFSRLHGRAPGFLHCASFGDPHVRSFHNQFHTCRVQGAWPLLDNDFLFVQATSSPVSSGANATTIRKITIIFKNMQECIDQKVYQAEVDNLPAAFEDGSINGGDRPGGSSLSIQTANLGSHVEIRAAYIGTTIIIRQTAGQLSFSIRVAEDVARA.... The miRNA is hsa-let-7d-3p with sequence CUAUACGACCUGCUGCCUUUCU. Result: 0 (no interaction).